From a dataset of Full USPTO retrosynthesis dataset with 1.9M reactions from patents (1976-2016). Predict the reactants needed to synthesize the given product. (1) Given the product [C:1]([O:5][C:6]([N:8]1[CH2:9][CH2:10][N:11]([C:14]2[CH:19]=[C:18]([O:20][C:21]([F:23])([F:24])[F:22])[CH:17]=[C:16]([C:25]([OH:27])=[O:26])[CH:15]=2)[CH2:12][CH2:13]1)=[O:7])([CH3:4])([CH3:2])[CH3:3], predict the reactants needed to synthesize it. The reactants are: [C:1]([O:5][C:6]([N:8]1[CH2:13][CH2:12][N:11]([C:14]2[CH:19]=[C:18]([O:20][C:21]([F:24])([F:23])[F:22])[CH:17]=[C:16]([C:25]([O:27]CC)=[O:26])[CH:15]=2)[CH2:10][CH2:9]1)=[O:7])([CH3:4])([CH3:3])[CH3:2].C(OC(N1CCN(CC2C=CC(C(O)=O)=CC=2C(F)(F)F)CC1)=O)(C)(C)C. (2) Given the product [CH3:18][O:19][C:20](=[O:30])[C:21]1[CH:26]=[CH:25][C:24]([CH2:27][N:10]2[C:6]3[CH:5]=[C:4]([CH2:14][OH:15])[CH:3]=[C:2]([CH3:1])[C:7]=3[N:8]=[C:9]2[CH2:11][CH2:12][CH3:13])=[CH:23][C:22]=1[F:29], predict the reactants needed to synthesize it. The reactants are: [CH3:1][C:2]1[C:7]2[N:8]=[C:9]([CH2:11][CH2:12][CH3:13])[NH:10][C:6]=2[CH:5]=[C:4]([CH2:14][OH:15])[CH:3]=1.[H-].[Na+].[CH3:18][O:19][C:20](=[O:30])[C:21]1[CH:26]=[CH:25][C:24]([CH2:27]Br)=[CH:23][C:22]=1[F:29]. (3) Given the product [CH:1]([C:4]1[CH:9]=[CH:8][N:7]=[C:6]([NH:10][C:11]2[CH:16]=[C:15]([C:28]3[S:32][CH:31]=[N:30][CH:29]=3)[CH:14]=[C:13]([CH3:26])[CH:12]=2)[N:5]=1)([CH3:3])[CH3:2], predict the reactants needed to synthesize it. The reactants are: [CH:1]([C:4]1[CH:9]=[CH:8][N:7]=[C:6]([NH:10][C:11]2[CH:16]=[C:15](B3OC(C)(C)C(C)(C)O3)[CH:14]=[C:13]([CH3:26])[CH:12]=2)[N:5]=1)([CH3:3])[CH3:2].Br[C:28]1[S:32][CH:31]=[N:30][CH:29]=1.C(=O)([O-])[O-].[Na+].[Na+]. (4) Given the product [NH2:60][CH:6]([C:19]1[CH:20]=[N:21][C:22]([NH:51][C:52]2[CH:53]=[N:54][C:55]([O:58][CH3:59])=[CH:56][CH:57]=2)=[C:23]([C:25]2[N:30]=[C:29]([N:31]([CH2:32][C:33]3[CH:34]=[CH:35][C:36]([O:39][CH3:40])=[CH:37][CH:38]=3)[CH2:41][C:42]3[CH:47]=[CH:46][C:45]([O:48][CH3:49])=[CH:44][CH:43]=3)[N:28]=[C:27]([CH3:50])[N:26]=2)[CH:24]=1)[C:7]1[CH:12]=[CH:11][C:10]([S:13]([N:14]([CH3:15])[CH3:16])(=[O:18])=[O:17])=[CH:9][CH:8]=1, predict the reactants needed to synthesize it. The reactants are: CS(O[CH:6]([C:19]1[CH:20]=[N:21][C:22]([NH:51][C:52]2[CH:53]=[N:54][C:55]([O:58][CH3:59])=[CH:56][CH:57]=2)=[C:23]([C:25]2[N:30]=[C:29]([N:31]([CH2:41][C:42]3[CH:47]=[CH:46][C:45]([O:48][CH3:49])=[CH:44][CH:43]=3)[CH2:32][C:33]3[CH:38]=[CH:37][C:36]([O:39][CH3:40])=[CH:35][CH:34]=3)[N:28]=[C:27]([CH3:50])[N:26]=2)[CH:24]=1)[C:7]1[CH:12]=[CH:11][C:10]([S:13](=[O:18])(=[O:17])[N:14]([CH3:16])[CH3:15])=[CH:9][CH:8]=1)(=O)=O.[NH3:60]. (5) Given the product [NH2:8][C@@H:9]([CH2:17][CH2:18][CH:19]([CH2:23][CH2:24][CH2:25][F:26])[C:20]([O-:22])=[O:21])[C:10]([OH:12])=[O:11].[NH4+:8], predict the reactants needed to synthesize it. The reactants are: C(OC([NH:8][C@@H:9]([CH2:17][CH2:18][CH:19]([CH2:23][CH2:24][CH2:25][F:26])[C:20]([OH:22])=[O:21])[C:10]([O:12]C(C)(C)C)=[O:11])=O)(C)(C)C.FC(F)(F)C(O)=O.